From a dataset of Reaction yield outcomes from USPTO patents with 853,638 reactions. Predict the reaction yield, written as a fraction of the theoretical maximum amount of product (1.0 means a 100% yield; for example, 0.34 means a 34% yield). (1) The reactants are [OH:1][C:2]1[C:11]2[C:6](=[CH:7][CH:8]=[CH:9][CH:10]=2)[N:5]=[CH:4][C:3]=1[C:12]([OH:14])=O.CN(C(ON1N=NC2C=CC=CC1=2)=[N+](C)C)C.F[P-](F)(F)(F)(F)F.CCN(C(C)C)C(C)C.[CH3:48][C:49]1[CH:54]=[CH:53][C:52]([N+:55]([O-])=O)=[CH:51][C:50]=1[NH2:58].O.O.Cl[Sn]Cl.C([O-])(O)=O.[Na+]. The catalyst is C1COCC1. The product is [NH2:55][C:52]1[CH:53]=[CH:54][C:49]([CH3:48])=[C:50]([NH:58][C:12]([C:3]2[C:2](=[O:1])[C:11]3[C:6](=[CH:7][CH:8]=[CH:9][CH:10]=3)[NH:5][CH:4]=2)=[O:14])[CH:51]=1. The yield is 0.0800. (2) The reactants are [CH3:1][O:2][C:3](=[O:30])[CH2:4][CH2:5][CH:6]([NH:15][C:16](=[O:29])[CH2:17][CH2:18][CH2:19][CH2:20][CH2:21][CH2:22][C:23]1[CH:28]=[CH:27][CH:26]=[CH:25][CH:24]=1)[CH2:7][C:8]1[CH:13]=[CH:12][C:11]([OH:14])=[CH:10][CH:9]=1.Cl.[N:32]1[CH:37]=[CH:36][CH:35]=[CH:34][C:33]=1[CH2:38]Cl.C([O-])([O-])=O.[K+].[K+]. The catalyst is CN(C=O)C. The product is [CH3:1][O:2][C:3](=[O:30])[CH2:4][CH2:5][CH:6]([NH:15][C:16](=[O:29])[CH2:17][CH2:18][CH2:19][CH2:20][CH2:21][CH2:22][C:23]1[CH:24]=[CH:25][CH:26]=[CH:27][CH:28]=1)[CH2:7][C:8]1[CH:13]=[CH:12][C:11]([O:14][CH2:38][C:33]2[CH:34]=[CH:35][CH:36]=[CH:37][N:32]=2)=[CH:10][CH:9]=1. The yield is 0.690. (3) The yield is 0.120. The catalyst is CCO.[Fe]. The product is [NH2:1][C:4]1[C:5]([NH:10][C:11](=[O:14])[CH:12]=[CH2:13])=[N:6][CH:7]=[CH:8][CH:9]=1. The reactants are [N+:1]([C:4]1[C:5]([NH:10][C:11](=[O:14])[CH:12]=[CH2:13])=[N:6][CH:7]=[CH:8][CH:9]=1)([O-])=O.O.[Cl-].[NH4+]. (4) The reactants are F[P-](F)(F)(F)(F)F.N1(O[P+](N(C)C)(N(C)C)N(C)C)C2C=CC=CC=2N=N1.[CH2:28]([C:30]1[CH:35]=[CH:34][C:33]([CH2:36][CH2:37][NH2:38])=[CH:32][CH:31]=1)[CH3:29].[C:39]([O:43][C:44]([N:46]1[CH2:51][CH2:50][C:49]([CH2:55][C:56]2[CH:61]=[CH:60][CH:59]=[CH:58][C:57]=2[F:62])([C:52](O)=[O:53])[CH2:48][CH2:47]1)=[O:45])([CH3:42])([CH3:41])[CH3:40].C(N(CC)CC)C. The catalyst is O1CCCC1.C(OCC)C. The product is [C:39]([O:43][C:44]([N:46]1[CH2:51][CH2:50][C:49]([C:52](=[O:53])[NH:38][CH2:37][CH2:36][C:33]2[CH:34]=[CH:35][C:30]([CH2:28][CH3:29])=[CH:31][CH:32]=2)([CH2:55][C:56]2[CH:61]=[CH:60][CH:59]=[CH:58][C:57]=2[F:62])[CH2:48][CH2:47]1)=[O:45])([CH3:41])([CH3:42])[CH3:40]. The yield is 0.650. (5) The reactants are C([O:8][C:9]1[CH:30]=[CH:29][C:12]([CH2:13][C:14]2[N:23]3[N:24]=[C:25]([NH2:27])[N:26]=[C:22]3[C:21]3[CH:20]=[CH:19][C:18]([F:28])=[CH:17][C:16]=3[N:15]=2)=[CH:11][C:10]=1[O:31][CH3:32])C1C=CC=CC=1.C1CC=CCC=1. The catalyst is CO.[Pd]. The product is [NH2:27][C:25]1[N:26]=[C:22]2[N:23]([C:14]([CH2:13][C:12]3[CH:29]=[CH:30][C:9]([OH:8])=[C:10]([O:31][CH3:32])[CH:11]=3)=[N:15][C:16]3[CH:17]=[C:18]([F:28])[CH:19]=[CH:20][C:21]=32)[N:24]=1. The yield is 0.970. (6) The yield is 0.670. The catalyst is O1CCCC1. The product is [CH3:4][O:3][C:1]([CH:5]1[CH2:6][CH2:7][CH:8]([C:11](=[O:13])[C:21]2[CH:22]=[CH:23][CH:24]=[CH:25][C:20]=2[F:19])[CH2:9][CH2:10]1)=[O:2]. The reactants are [C:1]([C@H:5]1[CH2:10][CH2:9][C@H:8]([C:11]([OH:13])=O)[CH2:7][CH2:6]1)([O:3][CH3:4])=[O:2].S(Cl)(Cl)=O.[I-].[F:19][C:20]1[CH:25]=[CH:24][CH:23]=[CH:22][C:21]=1[Zn+].